Dataset: Reaction yield outcomes from USPTO patents with 853,638 reactions. Task: Predict the reaction yield, written as a fraction of the theoretical maximum amount of product (1.0 means a 100% yield; for example, 0.34 means a 34% yield). (1) The reactants are [Cl:1][C:2]1[CH:3]=[CH:4][C:5]([OH:32])=[C:6]([C:8]2[CH:9]=[CH:10][C:11]3[O:15][N:14]=[C:13]([N:16]([C:24]([O:26][C:27]([CH3:30])([CH3:29])[CH3:28])=[O:25])[C:17]([O:19][C:20]([CH3:23])([CH3:22])[CH3:21])=[O:18])[C:12]=3[CH:31]=2)[CH:7]=1.[Br:33]N1C(=O)CCC1=O. The catalyst is C(#N)C. The product is [Br:33][C:4]1[C:5]([OH:32])=[C:6]([C:8]2[CH:9]=[CH:10][C:11]3[O:15][N:14]=[C:13]([N:16]([C:24]([O:26][C:27]([CH3:30])([CH3:29])[CH3:28])=[O:25])[C:17]([O:19][C:20]([CH3:23])([CH3:21])[CH3:22])=[O:18])[C:12]=3[CH:31]=2)[CH:7]=[C:2]([Cl:1])[CH:3]=1. The yield is 0.350. (2) The reactants are Br[C:2]1[CH:3]=[C:4]([N:8]2[CH2:13][CH2:12][N:11]([C:14]([O:16][C:17]([CH3:20])([CH3:19])[CH3:18])=[O:15])[CH2:10][CH2:9]2)[CH:5]=[CH:6][CH:7]=1.[F:21][C:22]1[CH:27]=[C:26]([F:28])[CH:25]=[CH:24][C:23]=1OB(O)O.C(=O)([O-])[O-].[Na+].[Na+].O. The catalyst is COCCOC.O. The product is [F:21][C:22]1[CH:27]=[C:26]([F:28])[CH:25]=[CH:24][C:23]=1[C:2]1[CH:7]=[CH:6][CH:5]=[C:4]([N:8]2[CH2:13][CH2:12][N:11]([C:14]([O:16][C:17]([CH3:20])([CH3:19])[CH3:18])=[O:15])[CH2:10][CH2:9]2)[CH:3]=1. The yield is 0.950. (3) The reactants are [N+:1]([C:4]1[N:5]=[C:6]2[N:31]([CH:32]=1)[CH2:30][C:8]1([CH2:13][CH2:12][N:11]([C:14](=[O:29])[CH2:15][N:16]3[CH2:21][CH2:20][N:19](C(OC(C)(C)C)=O)[CH2:18][CH2:17]3)[CH2:10][CH2:9]1)[O:7]2)([O-:3])=[O:2].FC(F)(F)C(O)=O.C(N(CC)CC)C.Cl[C:48]1[O:49][C:50]2[CH:56]=[CH:55][CH:54]=[CH:53][C:51]=2[N:52]=1. The catalyst is C(Cl)Cl.O. The product is [O:49]1[C:50]2[CH:56]=[CH:55][CH:54]=[CH:53][C:51]=2[N:52]=[C:48]1[N:19]1[CH2:20][CH2:21][N:16]([CH2:15][C:14]([N:11]2[CH2:12][CH2:13][C:8]3([O:7][C:6]4=[N:5][C:4]([N+:1]([O-:3])=[O:2])=[CH:32][N:31]4[CH2:30]3)[CH2:9][CH2:10]2)=[O:29])[CH2:17][CH2:18]1. The yield is 0.420. (4) The reactants are [CH3:1][C:2]([C:4]1[C:9]([Cl:10])=[C:8]([F:11])[CH:7]=[CH:6][C:5]=1[Cl:12])=[O:3].[H-].[Al+3].[Li+].[H-].[H-].[H-].[OH-].[Na+].[O-]S([O-])(=O)=O.[Mg+2]. The catalyst is C1COCC1.O. The product is [Cl:10][C:9]1[C:8]([F:11])=[CH:7][CH:6]=[C:5]([Cl:12])[C:4]=1[CH:2]([OH:3])[CH3:1]. The yield is 0.950. (5) The reactants are C1(S)C=CC=CC=1.C(N(CC)CC)C.[N:15]([CH2:18][C:19]1[CH:26]=[CH:25][C:22]([C:23]#[N:24])=[C:21]([F:27])[CH:20]=1)=[N+]=[N-]. The catalyst is C(#N)C. The product is [NH2:15][CH2:18][C:19]1[CH:26]=[CH:25][C:22]([C:23]#[N:24])=[C:21]([F:27])[CH:20]=1. The yield is 0.720. (6) The reactants are CC1(C)C(C)(C)OB([C:9]2[CH:10]=[CH:11][C:12]([NH:15][C:16](=[O:18])[CH3:17])=[N:13][CH:14]=2)O1.Br[C:21]1[N:26]=[C:25]2[S:27][C:28]([NH:30][C:31](=[O:43])[C:32]3[CH:37]=[CH:36][C:35]([C:38]([CH3:42])([CH3:41])[CH2:39][OH:40])=[CH:34][CH:33]=3)=[N:29][C:24]2=[CH:23][CH:22]=1. No catalyst specified. The product is [C:16]([NH:15][C:12]1[N:13]=[CH:14][C:9]([C:21]2[N:26]=[C:25]3[S:27][C:28]([NH:30][C:31](=[O:43])[C:32]4[CH:37]=[CH:36][C:35]([C:38]([CH3:41])([CH3:42])[CH2:39][OH:40])=[CH:34][CH:33]=4)=[N:29][C:24]3=[CH:23][CH:22]=2)=[CH:10][CH:11]=1)(=[O:18])[CH3:17]. The yield is 0.140.